Predict the product of the given reaction. From a dataset of Forward reaction prediction with 1.9M reactions from USPTO patents (1976-2016). Given the reactants [OH:1][C:2]1[CH:9]=[CH:8][C:5]([CH:6]=[O:7])=[CH:4][CH:3]=1.[C:10](OC(=O)C)(=[O:12])[CH3:11], predict the reaction product. The product is: [C:10]([O:1][C:2]1[CH:9]=[CH:8][C:5]([CH:6]=[O:7])=[CH:4][CH:3]=1)(=[O:12])[CH3:11].